This data is from Retrosynthesis with 50K atom-mapped reactions and 10 reaction types from USPTO. The task is: Predict the reactants needed to synthesize the given product. Given the product O=S(=O)(Nc1cccc(-c2nnn[nH]2)c1)c1ccc(Cl)c(Cl)c1Cl, predict the reactants needed to synthesize it. The reactants are: Nc1cccc(-c2nnn[nH]2)c1.O=S(=O)(Cl)c1ccc(Cl)c(Cl)c1Cl.